Task: Regression. Given a target protein amino acid sequence and a drug SMILES string, predict the binding affinity score between them. We predict pKi (pKi = -log10(Ki in M); higher means stronger inhibition). Dataset: bindingdb_ki.. Dataset: Drug-target binding data from BindingDB using Ki measurements (1) The compound is CC(=O)N(C)C1(c2ccccc2)CCN(CCCC2(c3ccc(Cl)c(Cl)c3)CCCN(C(=O)c3ccccc3)C2)CC1. The target protein sequence is MASVPTAESESWTDGAAGVGTQVGNLSSALGVTEWFALQAGNFSSALGVPVTSPTPSQARANLTNQFVQPSWRIALWSLAYGLVVAVAVFGNLIVIWIILAHKRMRTVTNYFLVNLAFSDASMAAFNTLVNFIYALHGEWYFGANYCRFQNFFPITAVFASIYSMTAIAVDRYMAIIDPLKPRLSATATKIVIGSIWILAFLLAFPQCLYSKIKVMPGRTLCYVQWPEGPKQHFTYHIIVIILVYCFPLLIMGVTYTIVGITLWGGEIPGDTCDKYHEQLKAKRKVVKMMIIVVVTFAICWLPYHIYFIITAIYQQLNRWKYIQQVYLASFWLAMSSTMYNPIIYCCLNKRFRAGFKRAFRWCPFIQVSSYDELELKTTRFHPTRQSSLYTVSRMESVTVLFDPNDGDPAKSSRKKKAVPRDPSTNGCARRDSKSASTTSSFISSPYTSVDEYS. The pKi is 9.3. (2) The pKi is 4.8. The drug is O=C1N[C@@H]2[C@H](CCCCCc3cn(Cc4ccccc4Cl)nn3)SC[C@@H]2N1. The target protein (P50747) has sequence MEDRLHMDNGLVPQKIVSVHLQDSTLKEVKDQVSNKQAQILEPKPEPSLEIKPEQDGMEHVGRDDPKALGEEPKQRRGSASGSEPAGDSDRGGGPVEHYHLHLSSCHECLELENSTIESVKFASAENIPDLPYDYSSSLESVADETSPEREGRRVNLTGKAPNILLYVGSDSQEALGRFHEVRSVLADCVDIDSYILYHLLEDSALRDPWTDNCLLLVIATRESIPEDLYQKFMAYLSQGGKVLGLSSSFTFGGFQVTSKGALHKTVQNLVFSKADQSEVKLSVLSSGCRYQEGPVRLSPGRLQGHLENEDKDRMIVHVPFGTRGGEAVLCQVHLELPPSSNIVQTPEDFNLLKSSNFRRYEVLREILTTLGLSCDMKQVPALTPLYLLSAAEEIRDPLMQWLGKHVDSEGEIKSGQLSLRFVSSYVSEVEITPSCIPVVTNMEAFSSEHFNLEIYRQNLQTKQLGKVILFAEVTPTTMRLLDGLMFQTPQEMGLIVIAA.... (3) The drug is CC(C)NC(=O)c1cc(F)ccc1O. The target protein (P56221) has sequence MGSQVQKSDEITFSDYLGLMTCVYEWADSYDSKDWDRLRKVIAPTLRIDYRSFLDKLWEAMPAEEFVGMVSSKQVLGDPTLRTQHFIGGTRWEKVSEDEVIGYHQLRVPHQRYKDTTMKEVTMKGHAHSANLHWYKKIDGVWKFAGLKPDIRWGEFDFDRIFEDGRETFGDK. The pKi is 5.0. (4) The drug is CC(C)CN(C[C@@H](O)[C@H](Cc1ccccc1)NC(=O)O[C@H]1CCOC1)S(=O)(=O)c1ccc(N)cc1. The target protein sequence is PQITLWQRPLVTVKIGGQLKEALLDTGADDTVLEDINLPGKWKPKMIGGIGGFIKVRQYDQILIEICGKKAIGTVLVGPTPVNIIGRNMLTQIGCTLNF. The pKi is 9.3. (5) The target protein (P56450) has sequence MNSTHHHGMYTSLHLWNRSSYGLHGNASESLGKGHPDGGCYEQLFVSPEVFVTLGVISLLENILVIVAIAKNKNLHSPMYFFICSLAVADMLVSVSNGSETIVITLLNSTDTDAQSFTVNIDNVIDSVICSSLLASICSLLSIAVDRYFTIFYALQYHNIMTVRRVGIIISCIWAACTVSGVLFIIYSDSSAVIICLISMFFTMLVLMASLYVHMFLMARLHIKRIAVLPGTGTIRQGTNMKGAITLTILIGVFVVCWAPFFLHLLFYISCPQNPYCVCFMSHFNLYLILIMCNAVIDPLIYALRSQELRKTFKEIICFYPLGGICELSSRY. The small molecule is C[C@@H]1NC(=O)[C@H](CC(N)=O)NC(=O)C(Cc2ccc3ccccc3c2)NC(=O)[C@H](Cc2ccccc2)NC(=O)[C@H](CCCNC(=N)N)NC(=O)[C@@H]2CCCN2C(=O)[C@H]2CCCN2C(=O)[C@H](Cc2ccccc2)NC1=O. The pKi is 7.2. (6) The small molecule is O=C([O-])c1ccccc1Cc1ccccc1. The target protein (P9WFX4) has sequence MALSAEGSSGGSRGGSPKAEAASVPSWPQILGRLTDNRDLARGQAAWAMDQIMTGNARPAQIAAFAVAMTMKAPTADEVGELAGVMLSHAHPLPADTVPDDAVDVVGTGGDGVNTVNLSTMAAIVVAAAGVPVVKHGNRAASSLSGGADTLEALGVRIDLGPDLVARSLAEVGIGFCFAPRFHPSYRHAAAVRREIGVPTVFNLLGPLTNPARPRAGLIGCAFADLAEVMAGVFAARRSSVLVVHGDDGLDELTTTTTSTIWRVAAGSVDKLTFDPAGFGFARAQLDQLAGGDAQANAAAVRAVLGGARGPVRDAVVLNAAGAIVAHAGLSSRAEWLPAWEEGLRRASAAIDTGAAEQLLARWVRFGRQI. The pKi is 4.7. (7) The drug is CSc1nc(N)c2ncn([C@@H]3O[C@H](COP(=O)(O)O)[C@@H](O)[C@H]3O)c2n1. The target protein (P29411) has sequence MGASGRLLRAVIMGAPGSGKGTGSSRITKHFELKHLSSGDLLRQNMLQGTEIAVLAKSFIDQGKLIPDDDMTRLALHELKNLTQCSWLLDGFPRTLPQAEALDRVYQIDTVINLNVPFEVIKLRLTARWIHPASGRVYNIEFNPPKTVGIDDLTGEPLIQREDDKPETVIKRLKAYEAQTEPVLQYYQKKGVLETFSGTETNKIRPHVYSFLQMKVPETIQKASVTP. The pKi is 2.5. (8) The compound is COC(=O)C(N)CCS(C)(=N)=O. The pKi is 2.8. The target protein sequence is MCGIFGYVNFLVDKSRGEIIDNLIEGLQRLEYRGYDSAGIAVDGKLTKDPSNGDEEYMDSIIVKTTGKVKVLKQKIIDDQIDRSAIFDNHVGIAHTRWATHGQPKTENCHPHKSDPKGEFIVVHNGIITNYAALRKYLLSKGHVFESETDTECIAKLFKHFYDLNVKAGVFPDLNELTKQVLHELEGSYGLLVKSYHYPGEVCGTRKGSPLLVGVKTDKKLKVDFVDVEFEAQQQHRPQQPQINHNGATSAAELGFIPVAPGEQNLRTSQSRAFLSEDDLPMPVEFFLSSDPASVVQHTKKVLFLEDDDIAHIYDGELRIHRASTKSAGESTVRPIQTLEMELNEIMKGPYKHFMQKEIFEQPDSAFNTMRGRIDFENCVVTLGGLKSWLSTIRRCRRIIMIACGTSYHSCLATRSIFEELTEIPVSVELASDFLDRRSPVFRDDTCVFVSQSGETADSILALQYCLERGALTVGIVNSVGSSMSRQTHCGVHINAGPEI.... (9) The small molecule is Nc1ccn([C@@H]2O[C@H](CO)[C@@H](OP(=O)(O)O)[C@H]2O)c(=O)n1. The target protein (P61823) has sequence MALKSLVLLSLLVLVLLLVRVQPSLGKETAAAKFERQHMDSSTSAASSSNYCNQMMKSRNLTKDRCKPVNTFVHESLADVQAVCSQKNVACKNGQTNCYQSYSTMSITDCRETGSSKYPNCAYKTTQANKHIIVACEGNPYVPVHFDASV. The pKi is 4.0. (10) The small molecule is CC[C@H](C)[C@H](NC(=O)[C@H](CCCNC(=N)N)NC(=O)[C@H](CCCNC(=N)N)NC(=O)[C@H](CC(C)C)NC(=O)[C@H](Cc1ccccc1)NC(=O)CNC(=O)CNC(=O)[C@@H](N)Cc1ccc(O)cc1)C(=O)N[C@@H](CCCNC(=N)N)C(=O)N1CCC[C@H]1C(=O)N[C@@H](CCCCN)C(=O)N[C@@H](CC(C)C)C(=O)N[C@@H](CCCCN)C(=O)O. The target protein sequence is MDSPIQIFRGEPGPTCAPSACLPPNSSAWFPGWAEPDSNGSAGSEDAQLEPAHISPAIPVIITAVYSVVFVVGLVGNSLVMFVIIRYTKMKTATNIYIFNLALADALVTTTMPFQSTVYLMNSWPFGDVLCKIVISIDYYNMFTSIFTLTMMSVDRYIAVCHPVKALDFRTPLKAKIINICIWLLSSSVGISAIVLGGTKVREDVDVIECSLQFPDDDYSWWDLFMKICVFIFAFVIPVLIIIVCYTLMILRLKSVRLLSGSREKDRNLRRITRLVLVVVAVFVVCWTPIHIFILVEALGSTSHSTAALSSYYFCIALGATNSSLNPILYAFLDENFKRCFRDFCFPLKMRMERQSTSRVRNTVQDPAYLRDIDGMNKPV. The pKi is 8.2.